Dataset: Full USPTO retrosynthesis dataset with 1.9M reactions from patents (1976-2016). Task: Predict the reactants needed to synthesize the given product. (1) Given the product [C:2]([C:7]1[O:11][C:10]([CH2:12][N:13]2[CH:17]=[C:16]([NH:18][C:25]([C:23]3[N:24]=[C:20]([CH3:19])[O:21][C:22]=3[C:28]3[CH:33]=[CH:32][CH:31]=[C:30]([C:34]([F:37])([F:35])[F:36])[CH:29]=3)=[O:26])[CH:15]=[N:14]2)=[CH:9][CH:8]=1)(=[O:6])[CH3:1], predict the reactants needed to synthesize it. The reactants are: [CH3:1][C:2]1([C:7]2[O:11][C:10]([CH2:12][N:13]3[CH:17]=[C:16]([NH2:18])[CH:15]=[N:14]3)=[CH:9][CH:8]=2)[O:6]CCO1.[CH3:19][C:20]1[O:21][C:22]([C:28]2[CH:33]=[CH:32][CH:31]=[C:30]([C:34]([F:37])([F:36])[F:35])[CH:29]=2)=[C:23]([C:25](O)=[O:26])[N:24]=1. (2) Given the product [NH2:1][C:2]1[C:11]([CH2:12][CH3:13])=[CH:10][C:5]([C:6]([O:8][CH3:9])=[O:7])=[C:4]([Cl:14])[C:3]=1[I:15], predict the reactants needed to synthesize it. The reactants are: [NH2:1][C:2]1[C:11]([C:12]#[CH:13])=[CH:10][C:5]([C:6]([O:8][CH3:9])=[O:7])=[C:4]([Cl:14])[C:3]=1[I:15]. (3) Given the product [CH3:6][O:5][P:3]([C:7]([C:10]1[CH:11]=[CH:12][C:13]([C:14](=[O:16])[NH:37][C:27]2[CH:28]=[C:29]([C:32]3[S:33][CH:34]=[CH:35][CH:36]=3)[CH:30]=[CH:31][C:26]=2[NH2:25])=[CH:17][CH:18]=1)([F:9])[CH3:8])(=[O:4])[O:2][CH3:1], predict the reactants needed to synthesize it. The reactants are: [CH3:1][O:2][P:3]([C:7]([C:10]1[CH:18]=[CH:17][C:13]([C:14]([OH:16])=O)=[CH:12][CH:11]=1)([F:9])[CH3:8])([O:5][CH3:6])=[O:4].C(OC(=O)[NH:25][C:26]1[CH:31]=[CH:30][C:29]([C:32]2[S:33][CH:34]=[CH:35][CH:36]=2)=[CH:28][C:27]=1[NH2:37])(C)(C)C.F[P-](F)(F)(F)(F)F.N1(O[P+](N(C)C)(N(C)C)N(C)C)C2C=CC=CC=2N=N1.CCN(C(C)C)C(C)C. (4) Given the product [F:1][C:2]1[CH:23]=[CH:22][C:5]([CH2:6][NH:7][C:8]([C:10]2[S:14][C:13]([N:15]3[CH2:19][CH2:18][CH:17]([CH2:35][C:36]4[CH:37]=[CH:38][C:39]([C:42]([F:43])([F:44])[F:45])=[CH:40][CH:41]=4)[C:16]3=[O:20])=[N:12][C:11]=2[CH3:21])=[O:9])=[CH:4][CH:3]=1, predict the reactants needed to synthesize it. The reactants are: [F:1][C:2]1[CH:23]=[CH:22][C:5]([CH2:6][NH:7][C:8]([C:10]2[S:14][C:13]([N:15]3[CH2:19][CH2:18][CH2:17][C:16]3=[O:20])=[N:12][C:11]=2[CH3:21])=[O:9])=[CH:4][CH:3]=1.C[Si]([N-][Si](C)(C)C)(C)C.[Li+].Br[CH2:35][C:36]1[CH:41]=[CH:40][C:39]([C:42]([F:45])([F:44])[F:43])=[CH:38][CH:37]=1.[Cl-].[NH4+]. (5) Given the product [Br:24][C:3]1[N:4]2[C:5]3[CH:18]=[CH:17][CH:16]=[N:15][C:6]=3[NH:7][C:8]3[CH:14]=[CH:13][CH:12]=[CH:11][C:9]=3[C:10]2=[N:1][C:2]=1[CH2:19][C:20]([O:22][CH3:23])=[O:21], predict the reactants needed to synthesize it. The reactants are: [N:1]1[C:2]([CH2:19][C:20]([O:22][CH3:23])=[O:21])=[CH:3][N:4]2[C:10]=1[C:9]1[CH:11]=[CH:12][CH:13]=[CH:14][C:8]=1[NH:7][C:6]1[N:15]=[CH:16][CH:17]=[CH:18][C:5]2=1.[Br:24]N1C(=O)CCC1=O. (6) Given the product [CH3:1][O:2][C:3]1[C:4](=[O:5])[N:18]([C:14]2[CH:13]=[C:12]([C:11]([F:19])([F:10])[F:20])[CH:17]=[CH:16][N:15]=2)[C:6](=[O:8])[CH:7]=1, predict the reactants needed to synthesize it. The reactants are: [CH3:1][O:2][C:3]1[C:4](=O)[O:5][C:6](=[O:8])[CH:7]=1.[F:10][C:11]([F:20])([F:19])[C:12]1[CH:17]=[CH:16][N:15]=[C:14]([NH2:18])[CH:13]=1. (7) Given the product [CH3:33][C:26]1([CH3:34])[C:25]2[C:30](=[CH:31][C:22]([NH:21][C:14]([C:13]3[C:12]([NH:11][CH2:10][C:3]4[C:4]5[C:5](=[N:6][CH:7]=[CH:8][CH:9]=5)[NH:1][CH:2]=4)=[N:20][CH:19]=[CH:18][CH:17]=3)=[O:16])=[CH:23][CH:24]=2)[NH:29][C:28](=[O:32])[CH2:27]1, predict the reactants needed to synthesize it. The reactants are: [NH:1]1[C:5]2=[N:6][CH:7]=[CH:8][CH:9]=[C:4]2[C:3]([CH2:10][NH:11][C:12]2[N:20]=[CH:19][CH:18]=[CH:17][C:13]=2[C:14]([OH:16])=O)=[CH:2]1.[NH2:21][C:22]1[CH:31]=[C:30]2[C:25]([C:26]([CH3:34])([CH3:33])[CH2:27][C:28](=[O:32])[NH:29]2)=[CH:24][CH:23]=1.CN(C(ON1N=NC2C=CC=CC1=2)=[N+](C)C)C.[B-](F)(F)(F)F.CCN(C(C)C)C(C)C. (8) Given the product [F:9][C:10]([F:15])([F:14])[C:11]([OH:13])=[O:12].[CH3:8][N:7]1[CH2:6][CH2:5][NH:4][CH2:3][CH:2]1[CH3:1], predict the reactants needed to synthesize it. The reactants are: [CH3:1][CH:2]1[N:7]([CH3:8])[CH2:6][CH2:5][NH:4][CH2:3]1.[F:9][C:10]([F:15])([F:14])[C:11]([OH:13])=[O:12]. (9) Given the product [C:1]1([C:7]2[O:11][N:10]=[C:9]([C:12]3[O:16][N:15]=[C:14]4[C:17]5[C:22]([CH2:23][CH2:24][C:13]=34)=[CH:21][C:20]([CH:25]([OH:26])[CH3:31])=[CH:19][CH:18]=5)[C:8]=2[C:27]([F:28])([F:29])[F:30])[CH:2]=[CH:3][CH:4]=[CH:5][CH:6]=1, predict the reactants needed to synthesize it. The reactants are: [C:1]1([C:7]2[O:11][N:10]=[C:9]([C:12]3[O:16][N:15]=[C:14]4[C:17]5[C:22]([CH2:23][CH2:24][C:13]=34)=[CH:21][C:20]([CH:25]=[O:26])=[CH:19][CH:18]=5)[C:8]=2[C:27]([F:30])([F:29])[F:28])[CH:6]=[CH:5][CH:4]=[CH:3][CH:2]=1.[CH3:31][Mg]Br.